From a dataset of Reaction yield outcomes from USPTO patents with 853,638 reactions. Predict the reaction yield, written as a fraction of the theoretical maximum amount of product (1.0 means a 100% yield; for example, 0.34 means a 34% yield). (1) The reactants are [CH3:1][C:2]1[O:6][N:5]=[C:4]([C:7]([NH:9][C@@H:10]2[C:24](=[O:25])[N:23]3[CH2:26][C@H:27]([O:29]C(=O)C4C=CC([N+]([O-])=O)=CC=4)[CH2:28][C@H:22]3[C:21](=[O:41])[NH:20][C@:19]3([C:43]([O:45][CH2:46][CH3:47])=[O:44])[CH2:42][CH:18]3[CH:17]=[CH:16][CH2:15][CH2:14][CH2:13][CH2:12][CH2:11]2)=[O:8])[CH:3]=1.[Li+].[OH-].Cl. The catalyst is C1COCC1.ClCCl. The product is [OH:29][C@H:27]1[CH2:26][N:23]2[C:24](=[O:25])[C@@H:10]([NH:9][C:7]([C:4]3[CH:3]=[C:2]([CH3:1])[O:6][N:5]=3)=[O:8])[CH2:11][CH2:12][CH2:13][CH2:14][CH2:15][CH:16]=[CH:17][CH:18]3[CH2:42][C@@:19]3([C:43]([O:45][CH2:46][CH3:47])=[O:44])[NH:20][C:21](=[O:41])[C@@H:22]2[CH2:28]1. The yield is 1.00. (2) The reactants are I[C:2]1[CH:3]=[C:4]2[C:9](=[CH:10][CH:11]=1)[N:8]([CH2:12][C:13]1([NH:21][C:22](=[O:28])[O:23][C:24]([CH3:27])([CH3:26])[CH3:25])[CH2:18][O:17][C:16]([CH3:20])([CH3:19])[O:15][CH2:14]1)[CH2:7][CH2:6][CH2:5]2.I[C:30]1[CH:31]=[C:32]2[C:36](=[CH:37][CH:38]=1)[CH2:35]N(C(C1C=CC=CC=1)(C1C=CC=CC=1)C1C=CC=CC=1)[CH2:33]2. No catalyst specified. The product is [CH3:19][C:16]1([CH3:20])[O:15][CH2:14][C:13]([NH:21][C:22](=[O:28])[O:23][C:24]([CH3:27])([CH3:26])[CH3:25])([CH2:12][N:8]2[C:9]3[C:4](=[CH:3][C:2]([C:33]#[C:32][CH2:31][CH2:30][CH2:38][CH2:37][CH2:36][CH3:35])=[CH:11][CH:10]=3)[CH2:5][CH2:6][CH2:7]2)[CH2:18][O:17]1. The yield is 0.350. (3) The reactants are [Cl:1][C:2]1[CH:3]=[C:4]2[C:8](=[C:9]([C:11]([O:13][CH3:14])=[O:12])[CH:10]=1)[N:7]([CH2:15][CH:16](OC)[O:17]C)[N:6]=[CH:5]2.C1COCC1.C([O-])(O)=O.[Na+]. The catalyst is Cl. The product is [Cl:1][C:2]1[CH:3]=[C:4]2[C:8](=[C:9]([C:11]([O:13][CH3:14])=[O:12])[CH:10]=1)[N:7]([CH2:15][CH:16]=[O:17])[N:6]=[CH:5]2. The yield is 0.760. (4) The catalyst is C1C=CC(P(C2C=CC=CC=2)[C-]2C=CC=C2)=CC=1.C1C=CC(P(C2C=CC=CC=2)[C-]2C=CC=C2)=CC=1.Cl[Pd]Cl.[Fe+2].C(Cl)Cl.O1CCOCC1. The product is [F:61][C:55]1[CH:56]=[C:57]([F:60])[CH:58]=[CH:59][C:54]=1[S:51]([NH:50][C:44]1[C:45]([O:48][CH3:49])=[N:46][CH:47]=[C:42]([C:2]2[CH:3]=[C:4]3[C:9](=[CH:10][CH:11]=2)[N:8]=[CH:7][N:6]=[C:5]3[N:12]2[CH2:17][CH2:16][O:15][CH2:14][CH2:13]2)[CH:43]=1)(=[O:53])=[O:52]. The yield is 0.220. The reactants are Br[C:2]1[CH:3]=[C:4]2[C:9](=[CH:10][CH:11]=1)[N:8]=[CH:7][N:6]=[C:5]2[N:12]1[CH2:17][CH2:16][O:15][CH2:14][CH2:13]1.CC1(C)C(C)(C)OB(B2OC(C)(C)C(C)(C)O2)O1.C([O-])(=O)C.[K+].Br[C:42]1[CH:43]=[C:44]([NH:50][S:51]([C:54]2[CH:59]=[CH:58][C:57]([F:60])=[CH:56][C:55]=2[F:61])(=[O:53])=[O:52])[C:45]([O:48][CH3:49])=[N:46][CH:47]=1.C(=O)([O-])[O-].[K+].[K+]. (5) The reactants are [CH:1]([C@H:14]1[CH2:19][CH:18]=[CH:17][CH2:16][O:15]1)([C:8]1[CH:13]=[CH:12][CH:11]=[CH:10][CH:9]=1)[C:2]1[CH:7]=[CH:6][CH:5]=[CH:4][CH:3]=1.C1C=C(Cl)C=C(C(OO)=[O:28])C=1. No catalyst specified. The product is [CH:1]([C@H:14]1[CH2:19][C@H:18]2[C@H:17]([O:28]2)[CH2:16][O:15]1)([C:8]1[CH:9]=[CH:10][CH:11]=[CH:12][CH:13]=1)[C:2]1[CH:7]=[CH:6][CH:5]=[CH:4][CH:3]=1.[CH:1]([C@H:14]1[CH2:19][C@@H:18]2[C@@H:17]([O:28]2)[CH2:16][O:15]1)([C:8]1[CH:9]=[CH:10][CH:11]=[CH:12][CH:13]=1)[C:2]1[CH:7]=[CH:6][CH:5]=[CH:4][CH:3]=1. The yield is 0.520. (6) The reactants are [N:1]([CH:4]1[C:10]2=[N:11][CH:12]=[CH:13][CH:14]=[C:9]2[CH2:8][CH2:7][CH2:6][CH2:5]1)=[N+]=[N-]. The catalyst is CO.[Pd]. The product is [N:11]1[CH:12]=[CH:13][CH:14]=[C:9]2[CH2:8][CH2:7][CH2:6][CH2:5][CH:4]([NH2:1])[C:10]=12. The yield is 0.880. (7) The reactants are IC.[C:3]1([C@:9]2([CH2:21][NH:22][S:23]([C:26]3[CH:31]=[CH:30][CH:29]=[CH:28][CH:27]=3)(=[O:25])=[O:24])[CH2:11][C@H:10]2[CH2:12][O:13][CH2:14][C:15]2[CH:20]=[CH:19][CH:18]=[CH:17][CH:16]=2)[CH:8]=[CH:7][CH:6]=[CH:5][CH:4]=1.[C:32](=O)([O-])[O-].[K+].[K+]. The catalyst is CN(C=O)C.CCOC(C)=O. The product is [CH3:32][N:22]([CH2:21][C@@:9]1([C:3]2[CH:8]=[CH:7][CH:6]=[CH:5][CH:4]=2)[CH2:11][C@H:10]1[CH2:12][O:13][CH2:14][C:15]1[CH:16]=[CH:17][CH:18]=[CH:19][CH:20]=1)[S:23]([C:26]1[CH:31]=[CH:30][CH:29]=[CH:28][CH:27]=1)(=[O:25])=[O:24]. The yield is 1.00.